This data is from Peptide-MHC class II binding affinity with 134,281 pairs from IEDB. The task is: Regression. Given a peptide amino acid sequence and an MHC pseudo amino acid sequence, predict their binding affinity value. This is MHC class II binding data. (1) The peptide sequence is SYVHVNGAKFIDTQN. The MHC is DRB3_0101 with pseudo-sequence DRB3_0101. The binding affinity (normalized) is 0.530. (2) The peptide sequence is EIDTDGDGFIDFNEF. The MHC is DRB1_0901 with pseudo-sequence DRB1_0901. The binding affinity (normalized) is 0.157. (3) The MHC is DRB1_0405 with pseudo-sequence DRB1_0405. The binding affinity (normalized) is 0.758. The peptide sequence is VVPDGYKLTGNVLIL. (4) The peptide sequence is EHAFYLDWAVHSFRI. The MHC is DRB1_0701 with pseudo-sequence DRB1_0701. The binding affinity (normalized) is 0.723. (5) The peptide sequence is WGAIWRIDTPDKLTGPFTVR. The MHC is HLA-DPA10103-DPB10301 with pseudo-sequence HLA-DPA10103-DPB10301. The binding affinity (normalized) is 0.0794. (6) The peptide sequence is KKEEKKESGDAASGA. The MHC is HLA-DPA10201-DPB10501 with pseudo-sequence HLA-DPA10201-DPB10501. The binding affinity (normalized) is 0. (7) The peptide sequence is AFDVAATAANAAPAN. The MHC is DRB1_0701 with pseudo-sequence DRB1_0701. The binding affinity (normalized) is 0.430. (8) The peptide sequence is GTTMVSYQPLGDKVNFFRMV. The MHC is DRB1_0401 with pseudo-sequence DRB1_0401. The binding affinity (normalized) is 0. (9) The peptide sequence is EEDIKIIPIQEEEY. The MHC is HLA-DPA10201-DPB10501 with pseudo-sequence HLA-DPA10201-DPB10501. The binding affinity (normalized) is 0.0356. (10) The peptide sequence is PTSENNAHHVCWLEA. The MHC is DRB5_0101 with pseudo-sequence DRB5_0101. The binding affinity (normalized) is 0.